Dataset: NCI-60 drug combinations with 297,098 pairs across 59 cell lines. Task: Regression. Given two drug SMILES strings and cell line genomic features, predict the synergy score measuring deviation from expected non-interaction effect. (1) Drug 1: CC12CCC(CC1=CCC3C2CCC4(C3CC=C4C5=CN=CC=C5)C)O. Drug 2: CC1=C(C=C(C=C1)C(=O)NC2=CC(=CC(=C2)C(F)(F)F)N3C=C(N=C3)C)NC4=NC=CC(=N4)C5=CN=CC=C5. Cell line: SW-620. Synergy scores: CSS=-2.46, Synergy_ZIP=2.21, Synergy_Bliss=0.681, Synergy_Loewe=-3.96, Synergy_HSA=-3.97. (2) Drug 1: C1CC(=O)NC(=O)C1N2CC3=C(C2=O)C=CC=C3N. Drug 2: C1CN(P(=O)(OC1)NCCCl)CCCl. Cell line: HS 578T. Synergy scores: CSS=-0.0235, Synergy_ZIP=0.907, Synergy_Bliss=-0.239, Synergy_Loewe=-0.934, Synergy_HSA=-2.08. (3) Drug 1: C1CC(=O)NC(=O)C1N2CC3=C(C2=O)C=CC=C3N. Drug 2: CC1C(C(CC(O1)OC2CC(CC3=C2C(=C4C(=C3O)C(=O)C5=C(C4=O)C(=CC=C5)OC)O)(C(=O)C)O)N)O.Cl. Cell line: HCT116. Synergy scores: CSS=23.1, Synergy_ZIP=-0.448, Synergy_Bliss=1.39, Synergy_Loewe=3.06, Synergy_HSA=3.34. (4) Drug 1: C1CCC(C1)C(CC#N)N2C=C(C=N2)C3=C4C=CNC4=NC=N3. Drug 2: CC1=C(C(=O)C2=C(C1=O)N3CC4C(C3(C2COC(=O)N)OC)N4)N. Cell line: TK-10. Synergy scores: CSS=20.9, Synergy_ZIP=7.53, Synergy_Bliss=11.0, Synergy_Loewe=7.55, Synergy_HSA=11.8.